From a dataset of Reaction yield outcomes from USPTO patents with 853,638 reactions. Predict the reaction yield, written as a fraction of the theoretical maximum amount of product (1.0 means a 100% yield; for example, 0.34 means a 34% yield). (1) The reactants are Cl[C:2]1[CH:3]=[C:4]([CH:8]=[CH:9][CH:10]=1)[C:5]([OH:7])=[O:6].[CH:11]([C:13]1[CH:18]=[CH:17][CH:16]=[CH:15][C:14]=1B(O)O)=[O:12].C([O-])([O-])=O.[K+].[K+]. The catalyst is CC([O-])=O.CC([O-])=O.[Pd+2].C1(P(C2CCCCC2)C2C=CC=CC=2C2C(OC)=CC=C(S([O-])(=O)=O)C=2OC)CCCCC1.[Na+].O. The product is [OH2:6].[CH:11]([C:13]1[CH:18]=[CH:17][CH:16]=[CH:15][C:14]=1[C:2]1[CH:10]=[CH:9][CH:8]=[C:4]([C:5]([OH:7])=[O:6])[CH:3]=1)=[O:12]. The yield is 0.850. (2) The reactants are Br[C:2]1[CH:7]=[CH:6][CH:5]=[CH:4][N:3]=1.C([Mg]Cl)(C)C.[CH:13]1(/[CH:18]=[N:19]/[S@@:20]([C:22]([CH3:25])([CH3:24])[CH3:23])=[O:21])[CH2:17][CH2:16][CH2:15][CH2:14]1. The catalyst is C1COCC1.C(Cl)Cl. The product is [CH:13]1([C@@H:18]([C:2]2[CH:7]=[CH:6][CH:5]=[CH:4][N:3]=2)[NH:19][S:20]([C:22]([CH3:25])([CH3:24])[CH3:23])=[O:21])[CH2:14][CH2:15][CH2:16][CH2:17]1. The yield is 0.330.